Dataset: Forward reaction prediction with 1.9M reactions from USPTO patents (1976-2016). Task: Predict the product of the given reaction. (1) Given the reactants [Br:1][C:2]1[CH:7]=[CH:6][C:5]([C:8]2([C:11](Cl)=[O:12])[CH2:10][CH2:9]2)=[C:4]([F:14])[CH:3]=1.[CH:15]1([NH2:21])[CH2:20][CH2:19][CH2:18][CH2:17][CH2:16]1.C(N(CC)CC)C.C(Cl)Cl, predict the reaction product. The product is: [Br:1][C:2]1[CH:7]=[CH:6][C:5]([C:8]2([C:11]([NH:21][CH:15]3[CH2:20][CH2:19][CH2:18][CH2:17][CH2:16]3)=[O:12])[CH2:10][CH2:9]2)=[C:4]([F:14])[CH:3]=1. (2) Given the reactants [CH3:1][C:2]1[CH:6]=[C:5](B2OC(C)(C)C(C)(C)O2)[N:4](C2CCCCO2)[N:3]=1.[O-]P([O-])([O-])=O.[K+].[K+].[K+].[Cl:30][C:31]([F:55])([F:54])[O:32][C:33]1[CH:38]=[CH:37][C:36]([NH:39][C:40](=[O:53])[C:41]2[CH:46]=[C:45](I)[C:44]([N:48]3[CH2:51][CH:50]([OH:52])[CH2:49]3)=[N:43][CH:42]=2)=[CH:35][CH:34]=1.C(O)(C(F)(F)F)=O, predict the reaction product. The product is: [Cl:30][C:31]([F:54])([F:55])[O:32][C:33]1[CH:38]=[CH:37][C:36]([NH:39][C:40](=[O:53])[C:41]2[CH:46]=[C:45]([C:5]3[NH:4][N:3]=[C:2]([CH3:1])[CH:6]=3)[C:44]([N:48]3[CH2:49][CH:50]([OH:52])[CH2:51]3)=[N:43][CH:42]=2)=[CH:35][CH:34]=1. (3) Given the reactants C1(C)C=CC=CC=1.[C:8](Cl)(Cl)=[O:9].[NH2:12][C:13]1[CH:14]=[C:15]([C:20]2[N:21]=[CH:22][N:23]([C:25]([N:27]([CH:29]3[CH2:33][CH2:32][CH2:31][CH2:30]3)[CH3:28])=[O:26])[CH:24]=2)[CH:16]=[CH:17][C:18]=1[OH:19].O, predict the reaction product. The product is: [CH:29]1([N:27]([CH3:28])[C:25]([N:23]2[CH:24]=[C:20]([C:15]3[CH:16]=[CH:17][C:18]4[O:19][C:8](=[O:9])[NH:12][C:13]=4[CH:14]=3)[N:21]=[CH:22]2)=[O:26])[CH2:30][CH2:31][CH2:32][CH2:33]1. (4) Given the reactants Cl.[Cl:2][C:3]1[CH:4]=[CH:5][C:6]([S:11]([CH2:14][CH3:15])(=[O:13])=[O:12])=[C:7]([CH:10]=1)[CH2:8][NH2:9].[NH2:16][C:17]1[CH:25]=[CH:24][C:20]([C:21](O)=[O:22])=[CH:19][C:18]=1[O:26][CH3:27], predict the reaction product. The product is: [NH2:16][C:17]1[CH:25]=[CH:24][C:20]([C:21]([NH:9][CH2:8][C:7]2[CH:10]=[C:3]([Cl:2])[CH:4]=[CH:5][C:6]=2[S:11]([CH2:14][CH3:15])(=[O:13])=[O:12])=[O:22])=[CH:19][C:18]=1[O:26][CH3:27]. (5) Given the reactants [CH2:1]([CH:8]1[C:13](=[O:14])[N:12]([CH2:15][CH3:16])[C:11]2[CH:17]=[CH:18][C:19]([N+:21]([O-])=O)=[CH:20][C:10]=2[O:9]1)[C:2]1[CH:7]=[CH:6][CH:5]=[CH:4][CH:3]=1.[H][H], predict the reaction product. The product is: [NH2:21][C:19]1[CH:18]=[CH:17][C:11]2[N:12]([CH2:15][CH3:16])[C:13](=[O:14])[CH:8]([CH2:1][C:2]3[CH:7]=[CH:6][CH:5]=[CH:4][CH:3]=3)[O:9][C:10]=2[CH:20]=1. (6) Given the reactants [O:1](C)[CH:2]1[O:7][C@H:6]([CH2:8][OH:9])[CH2:5][C@H:3]1O.[C:11]([O:14][C:15](=O)[CH3:16])(=[O:13])[CH3:12].S(=O)(=O)(O)O.[C:23]([OH:26])(=[O:25])[CH3:24], predict the reaction product. The product is: [C:23]([O:26][CH:8]1[O:9][C@H:16]([CH2:15][O:14][C:11](=[O:13])[CH3:12])[CH2:5][C@H:6]1[O:7][C:2](=[O:1])[CH3:3])(=[O:25])[CH3:24].